This data is from Forward reaction prediction with 1.9M reactions from USPTO patents (1976-2016). The task is: Predict the product of the given reaction. (1) Given the reactants N1C2C(=CC=CC=2)C(=O)C1=O.Br[C:13]1[CH:21]=[C:20]2[C:16]([C:17](=[O:24])[C:18](=[O:23])[N:19]2[CH3:22])=[CH:15][CH:14]=1, predict the reaction product. The product is: [CH3:22][N:19]1[C:20]2[C:16](=[CH:15][CH:14]=[CH:13][CH:21]=2)[C:17](=[O:24])[C:18]1=[O:23]. (2) Given the reactants [O:1]1[CH:5]=[CH:4][C:3]([C:6]2[N:11]3[N:12]=[C:13]([NH2:15])[N:14]=[C:10]3[CH:9]=[CH:8][CH:7]=2)=[CH:2]1.[C:16](Cl)(=[O:25])[C:17]1[CH:22]=[CH:21][CH:20]=[C:19]([O:23][CH3:24])[CH:18]=1, predict the reaction product. The product is: [O:1]1[CH:5]=[CH:4][C:3]([C:6]2[N:11]3[N:12]=[C:13]([NH:15][C:16](=[O:25])[C:17]4[CH:22]=[CH:21][CH:20]=[C:19]([O:23][CH3:24])[CH:18]=4)[N:14]=[C:10]3[CH:9]=[CH:8][CH:7]=2)=[CH:2]1.